Dataset: Forward reaction prediction with 1.9M reactions from USPTO patents (1976-2016). Task: Predict the product of the given reaction. (1) Given the reactants I[C:2]1[C:3]([CH3:19])=[N:4][N:5]([C@H:8]2[CH2:13][CH2:12][C@H:11]([C:14]([O:16][CH2:17][CH3:18])=[O:15])[CH2:10][CH2:9]2)[C:6]=1[CH3:7].C1COCC1.C([Mg]Cl)(C)C.CO[B:32]1[O:36][C:35]([CH3:38])([CH3:37])[C:34]([CH3:40])([CH3:39])[O:33]1, predict the reaction product. The product is: [CH3:19][C:3]1[C:2]([B:32]2[O:36][C:35]([CH3:38])([CH3:37])[C:34]([CH3:40])([CH3:39])[O:33]2)=[C:6]([CH3:7])[N:5]([C@H:8]2[CH2:13][CH2:12][C@H:11]([C:14]([O:16][CH2:17][CH3:18])=[O:15])[CH2:10][CH2:9]2)[N:4]=1. (2) Given the reactants [C:1]([O:5][C:6]([N:8]1[C@H:12]([C:13]([OH:15])=O)[CH2:11][Si:10]([CH3:17])([CH3:16])[CH2:9]1)=[O:7])([CH3:4])([CH3:3])[CH3:2].O.[Cl-].COC1N=C(OC)N=C([N+]2(C)CCOCC2)N=1.[F:37][C:38]1[CH:43]=[CH:42][CH:41]=[CH:40][C:39]=1[C@H:44]([NH:46][CH2:47][C:48]1[CH:57]=[CH:56][C:51]([C:52]([O:54][CH3:55])=[O:53])=[CH:50][CH:49]=1)[CH3:45].CCN(C(C)C)C(C)C, predict the reaction product. The product is: [F:37][C:38]1[CH:43]=[CH:42][CH:41]=[CH:40][C:39]=1[C@H:44]([N:46]([CH2:47][C:48]1[CH:49]=[CH:50][C:51]([C:52]([O:54][CH3:55])=[O:53])=[CH:56][CH:57]=1)[C:13]([C@H:12]1[N:8]([C:6]([O:5][C:1]([CH3:2])([CH3:3])[CH3:4])=[O:7])[CH2:9][Si:10]([CH3:17])([CH3:16])[CH2:11]1)=[O:15])[CH3:45]. (3) Given the reactants [C:1]([NH:8][C@H:9]([CH2:14][OH:15])[CH2:10][CH:11]([CH3:13])[CH3:12])([O:3][C:4]([CH3:7])([CH3:6])[CH3:5])=[O:2].C1(C)C=CC=CC=1.C(N(CC)CC)C.S(=O)(=O)=O, predict the reaction product. The product is: [NH:8]([C:1]([O:3][C:4]([CH3:6])([CH3:5])[CH3:7])=[O:2])[C@H:9]([CH:14]=[O:15])[CH2:10][CH:11]([CH3:13])[CH3:12]. (4) Given the reactants Cl.[N:2]1[CH:7]=[CH:6][CH:5]=[CH:4][C:3]=1[CH2:8]Cl.[Cl:10][C:11]1[CH:12]=[C:13]([NH:18][C:19]2[C:28]3[C:23](=[CH:24][CH:25]=[CH:26][C:27]=3[O:29][CH2:30][C@@H:31]([NH:33][C:34](=[O:37])[CH2:35][OH:36])[CH3:32])[N:22]=[CH:21][N:20]=2)[CH:14]=[CH:15][C:16]=1[OH:17], predict the reaction product. The product is: [Cl:10][C:11]1[CH:12]=[C:13]([NH:18][C:19]2[C:28]3[C:23](=[CH:24][CH:25]=[CH:26][C:27]=3[O:29][CH2:30][C@@H:31]([NH:33][C:34](=[O:37])[CH2:35][OH:36])[CH3:32])[N:22]=[CH:21][N:20]=2)[CH:14]=[CH:15][C:16]=1[O:17][CH2:8][C:3]1[CH:4]=[CH:5][CH:6]=[CH:7][N:2]=1. (5) Given the reactants [H-].[H-].[H-].[H-].[Li+].[Al+3].[Cl:7][C:8]1[N:13]=[C:12]([NH:14][CH2:15][CH3:16])[C:11]([C:17](OCC)=[O:18])=[CH:10][N:9]=1, predict the reaction product. The product is: [Cl:7][C:8]1[N:13]=[C:12]([NH:14][CH2:15][CH3:16])[C:11]([CH2:17][OH:18])=[CH:10][N:9]=1. (6) Given the reactants Cl[C:2]1[CH:7]=[C:6]([Cl:8])[N:5]=[C:4]([C:9]2[CH:10]=[CH:11][C:12]([NH:15][C:16](=[O:21])[C:17]([CH3:20])([CH3:19])[CH3:18])=[N:13][CH:14]=2)[N:3]=1.[NH:22]1[CH2:27][CH2:26][O:25][CH2:24][CH2:23]1.C(N(CC)CC)C, predict the reaction product. The product is: [Cl:8][C:6]1[CH:7]=[C:2]([N:22]2[CH2:27][CH2:26][O:25][CH2:24][CH2:23]2)[N:3]=[C:4]([C:9]2[CH:10]=[CH:11][C:12]([NH:15][C:16](=[O:21])[C:17]([CH3:20])([CH3:19])[CH3:18])=[N:13][CH:14]=2)[N:5]=1. (7) Given the reactants O=[C:2]1[CH2:7][CH2:6][CH:5]([NH:8][C:9](=[O:15])[O:10][C:11]([CH3:14])([CH3:13])[CH3:12])[CH2:4][CH2:3]1.[CH3:16][C:17]([S:20]([NH2:22])=[O:21])([CH3:19])[CH3:18], predict the reaction product. The product is: [C:17]([S:20]([N:22]=[C:2]1[CH2:7][CH2:6][CH:5]([NH:8][C:9](=[O:15])[O:10][C:11]([CH3:14])([CH3:13])[CH3:12])[CH2:4][CH2:3]1)=[O:21])([CH3:19])([CH3:18])[CH3:16]. (8) Given the reactants [F:1][C:2]1[CH:7]=[CH:6][C:5]([F:8])=[CH:4][C:3]=1[C@@H:9]1[CH2:13][CH2:12][CH2:11][N:10]1[C:14]1[CH:15]=[CH:16][C:17]2[N:18]([C:20]([C:23]([NH:25][CH2:26][C:27]([O:29]CC)=[O:28])=[O:24])=[CH:21][N:22]=2)[CH:19]=1.[Li+].[OH-], predict the reaction product. The product is: [F:1][C:2]1[CH:7]=[CH:6][C:5]([F:8])=[CH:4][C:3]=1[C@@H:9]1[CH2:13][CH2:12][CH2:11][N:10]1[C:14]1[CH:15]=[CH:16][C:17]2[N:18]([C:20]([C:23]([NH:25][CH2:26][C:27]([OH:29])=[O:28])=[O:24])=[CH:21][N:22]=2)[CH:19]=1.